This data is from Full USPTO retrosynthesis dataset with 1.9M reactions from patents (1976-2016). The task is: Predict the reactants needed to synthesize the given product. (1) The reactants are: [N+]([O-])(O)=O.[F:5][C:6]1[CH:11]=[CH:10][C:9]([NH:12][C:13]([NH2:15])=[NH:14])=[CH:8][CH:7]=1.[OH-].[Na+].CO[CH2:20][CH2:21]O. Given the product [CH3:10][C:9]1[NH:12][CH:13]=[C:20]([CH3:21])[C:8]=1[C:7]1[CH:6]=[CH:11][N:15]=[C:13]([NH:12][C:9]2[CH:8]=[CH:7][C:6]([F:5])=[CH:11][CH:10]=2)[N:14]=1, predict the reactants needed to synthesize it. (2) Given the product [C:1]([O:4][CH2:5][CH:6]1[CH2:10][CH2:9][N:8]([C:11]2[C:16](/[CH:17]=[C:18](\[CH3:22])/[C:19]([NH:62][C:61]3[CH:63]=[CH:64][C:58]([S:57][CH2:56][C:52]4[N:51]([CH2:48][CH2:49][CH3:50])[CH:55]=[N:54][N:53]=4)=[CH:59][CH:60]=3)=[O:20])=[CH:15][C:14]([C:23]3[CH:24]=[CH:25][C:26]([O:29][CH2:30][CH2:31][O:32][CH2:33][CH2:34][CH2:35][CH3:36])=[CH:27][CH:28]=3)=[CH:13][N:12]=2)[CH2:7]1)(=[O:3])[CH3:2], predict the reactants needed to synthesize it. The reactants are: [C:1]([O:4][CH2:5][CH:6]1[CH2:10][CH2:9][N:8]([C:11]2[C:16](/[CH:17]=[C:18](\[CH3:22])/[C:19](O)=[O:20])=[CH:15][C:14]([C:23]3[CH:28]=[CH:27][C:26]([O:29][CH2:30][CH2:31][O:32][CH2:33][CH2:34][CH2:35][CH3:36])=[CH:25][CH:24]=3)=[CH:13][N:12]=2)[CH2:7]1)(=[O:3])[CH3:2].CN(C=O)C.C(Cl)(=O)C(Cl)=O.[CH2:48]([N:51]1[CH:55]=[N:54][N:53]=[C:52]1[CH2:56][S:57][C:58]1[CH:64]=[CH:63][C:61]([NH2:62])=[CH:60][CH:59]=1)[CH2:49][CH3:50]. (3) Given the product [OH:31][CH2:30][CH2:29][O:28][CH2:27][CH2:26][NH:25][C:20]([C:18]1[CH:17]=[CH:16][C:13]2[N:14]([CH3:15])[C:10]([NH:9][C:7]3[S:8][C:4]4[CH:3]=[C:2]([Cl:1])[CH:24]=[CH:23][C:5]=4[N:6]=3)=[N:11][C:12]=2[CH:19]=1)=[O:22], predict the reactants needed to synthesize it. The reactants are: [Cl:1][C:2]1[CH:24]=[CH:23][C:5]2[N:6]=[C:7]([NH:9][C:10]3[N:14]([CH3:15])[C:13]4[CH:16]=[CH:17][C:18]([C:20]([OH:22])=O)=[CH:19][C:12]=4[N:11]=3)[S:8][C:4]=2[CH:3]=1.[NH2:25][CH2:26][CH2:27][O:28][CH2:29][CH2:30][OH:31].CN(C(ON1N=NC2C=CC=CC1=2)=[N+](C)C)C.F[P-](F)(F)(F)(F)F.CCN(C(C)C)C(C)C. (4) Given the product [CH3:23][N:22]([CH2:21][CH2:20][CH2:19][C:8]1([C:12]2[CH:13]=[CH:14][C:15]([F:18])=[CH:16][CH:17]=2)[O:7][CH2:6][C:5]2[CH:4]=[C:3]([C:2]#[N:1])[CH:11]=[CH:10][C:9]1=2)[CH3:24], predict the reactants needed to synthesize it. The reactants are: [NH2:1][CH2:2][C:3]1[CH:4]=[C:5]2[C:9](=[CH:10][CH:11]=1)[C:8]([CH2:19][CH2:20][CH2:21][N:22]([CH3:24])[CH3:23])([C:12]1[CH:17]=[CH:16][C:15]([F:18])=[CH:14][CH:13]=1)[O:7][CH2:6]2.S(=O)(=O)(O)[O-].[K+].[OH-].[Na+]. (5) Given the product [F:1][C:2]1[C:9]([OH:10])=[CH:8][CH:7]=[C:6]([I:12])[C:3]=1[C:4]#[N:5], predict the reactants needed to synthesize it. The reactants are: [F:1][C:2]1[C:9]([O:10]C)=[CH:8][CH:7]=[C:6]([I:12])[C:3]=1[C:4]#[N:5].B(Br)(Br)Br.O.